Predict the reactants needed to synthesize the given product. From a dataset of Full USPTO retrosynthesis dataset with 1.9M reactions from patents (1976-2016). (1) Given the product [CH2:1]([O:3][C:4]([C:6]1[C:7]([NH:18][CH:15]([CH3:17])[CH3:16])=[N:8][C:9]([S:12][CH3:13])=[N:10][CH:11]=1)=[O:5])[CH3:2], predict the reactants needed to synthesize it. The reactants are: [CH2:1]([O:3][C:4]([C:6]1[C:7](Cl)=[N:8][C:9]([S:12][CH3:13])=[N:10][CH:11]=1)=[O:5])[CH3:2].[CH:15]([NH2:18])([CH3:17])[CH3:16]. (2) Given the product [OH:24][C:19]1[CH:18]=[C:17]([C:15]([C@@H:4]2[C@:5]3([CH3:14])[C@H:10]([C:9]([CH3:13])([CH3:12])[CH2:8][CH2:7][CH2:6]3)[CH2:11][C@@H:2]([NH:1][C:50]([C:51]3[CH:52]=[N:53][CH:54]=[CH:55][CH:56]=3)=[O:57])[C@H:3]2[CH3:25])=[O:16])[CH:22]=[C:21]([OH:23])[CH:20]=1, predict the reactants needed to synthesize it. The reactants are: [NH2:1][C@@H:2]1[CH2:11][C@@H:10]2[C@:5]([CH3:14])([CH2:6][CH2:7][CH2:8][C:9]2([CH3:13])[CH3:12])[C@@H:4]([C:15]([C:17]2[CH:18]=[C:19]([OH:24])[CH:20]=[C:21]([OH:23])[CH:22]=2)=[O:16])[C@@H:3]1[CH3:25].F[P-](F)(F)(F)(F)F.N1(OC(N(C)C)=[N+](C)C)C2C=CC=CC=2N=N1.[C:50](O)(=[O:57])[C:51]1[CH:56]=[CH:55][CH:54]=[N:53][CH:52]=1.C(N(CC)C(C)C)(C)C. (3) Given the product [N:1]1[CH:2]=[CH:3][C:4]([C:7]2[N:15]3[C:10]([CH:11]=[CH:12][CH:13]=[CH:14]3)=[CH:9][C:8]=2[CH:16]([NH2:17])[CH3:21])=[CH:5][CH:6]=1, predict the reactants needed to synthesize it. The reactants are: [N:1]1[CH:6]=[CH:5][C:4]([C:7]2[N:15]3[C:10]([CH:11]=[CH:12][CH:13]=[CH:14]3)=[CH:9][C:8]=2[C:16]#[N:17])=[CH:3][CH:2]=1.C[Mg+].[Br-].[CH3:21]COCC.[BH4-].[Na+]. (4) Given the product [Si:18]([O:17][C@H:16]1[C@@H:15]([O:25][Si:26]([C:29]([CH3:32])([CH3:31])[CH3:30])([CH3:27])[CH3:28])[C@H:14]([N:33]2[CH:38]=[CH:37][C:36](=[O:39])[N:35]([CH2:40][C:41]3[CH:46]=[CH:45][C:44]([O:47][CH3:48])=[CH:43][CH:42]=3)[C:34]2=[O:49])[O:13][CH:12]1[C@H:10]([OH:11])[C@@H:2]([C:3]([O:5][C:6]([CH3:7])([CH3:9])[CH3:8])=[O:4])[NH:1][CH2:75][CH2:74][CH2:73][NH:72][C:71](=[O:77])[C@H:61]([CH2:62][CH2:63][C:64]([O:66][C:67]([CH3:70])([CH3:69])[CH3:68])=[O:65])[NH:60][C:58](=[O:59])[O:57][CH2:50][C:51]1[CH:52]=[CH:53][CH:54]=[CH:55][CH:56]=1)([C:21]([CH3:22])([CH3:23])[CH3:24])([CH3:20])[CH3:19], predict the reactants needed to synthesize it. The reactants are: [NH2:1][C@@H:2]([C@H:10]([C@@H:12]1[C@@H:16]([O:17][Si:18]([C:21]([CH3:24])([CH3:23])[CH3:22])([CH3:20])[CH3:19])[C@@H:15]([O:25][Si:26]([C:29]([CH3:32])([CH3:31])[CH3:30])([CH3:28])[CH3:27])[C@H:14]([N:33]2[CH:38]=[CH:37][C:36](=[O:39])[N:35]([CH2:40][C:41]3[CH:46]=[CH:45][C:44]([O:47][CH3:48])=[CH:43][CH:42]=3)[C:34]2=[O:49])[O:13]1)[OH:11])[C:3]([O:5][C:6]([CH3:9])([CH3:8])[CH3:7])=[O:4].[CH2:50]([O:57][C:58]([NH:60][C@H:61]([C:71](=[O:77])[NH:72][CH2:73][CH2:74][CH:75]=O)[CH2:62][CH2:63][C:64]([O:66][C:67]([CH3:70])([CH3:69])[CH3:68])=[O:65])=[O:59])[C:51]1[CH:56]=[CH:55][CH:54]=[CH:53][CH:52]=1.C(O[BH-](OC(=O)C)OC(=O)C)(=O)C.[Na+]. (5) Given the product [CH3:16][C:7]1[CH:8]=[C:9]([C:2]2[S:6][CH:5]=[N:4][CH:3]=2)[CH:10]=[CH:11][CH:12]=1, predict the reactants needed to synthesize it. The reactants are: Br[C:2]1[S:6][CH:5]=[N:4][CH:3]=1.[C:7]1([CH3:16])[CH:12]=[CH:11][CH:10]=[C:9](B(O)O)[CH:8]=1.C(=O)([O-])[O-].[Cs+].[Cs+]. (6) Given the product [C:1]([O:5][C:6]([N:8]1[CH2:9][CH2:10][CH:11]([CH2:14][CH2:15][C:16]2[O:24][C:23]3[CH:22]=[CH:21][N:20]=[CH:19][C:18]=3[CH:17]=2)[CH2:12][CH2:13]1)=[O:7])([CH3:4])([CH3:2])[CH3:3], predict the reactants needed to synthesize it. The reactants are: [C:1]([O:5][C:6]([N:8]1[CH2:13][CH2:12][CH:11]([CH:14]=[CH:15][C:16]2[O:24][C:23]3[CH:22]=[CH:21][N:20]=[CH:19][C:18]=3[CH:17]=2)[CH2:10][CH2:9]1)=[O:7])([CH3:4])([CH3:3])[CH3:2].